Predict the reaction yield, written as a fraction of the theoretical maximum amount of product (1.0 means a 100% yield; for example, 0.34 means a 34% yield). From a dataset of Reaction yield outcomes from USPTO patents with 853,638 reactions. (1) The reactants are Cl.[Br:2][C:3]1[CH:12]=[CH:11][C:6]([C:7]([NH:9][NH2:10])=[O:8])=[C:5]([Cl:13])[CH:4]=1.CCN(C(C)C)C(C)C.[CH:23]1([C:26]([N:28]2[CH2:32][CH2:31][C@@H:30]([CH2:33][NH:34][C:35](N3C=CN=C3)=[O:36])[CH2:29]2)=[O:27])[CH2:25][CH2:24]1. The catalyst is C1COCC1. The product is [Br:2][C:3]1[CH:12]=[CH:11][C:6]([C:7]([NH:9][NH:10][C:35]([NH:34][CH2:33][C@@H:30]2[CH2:31][CH2:32][N:28]([C:26]([CH:23]3[CH2:24][CH2:25]3)=[O:27])[CH2:29]2)=[O:36])=[O:8])=[C:5]([Cl:13])[CH:4]=1. The yield is 0.320. (2) The reactants are C([O:3][C:4](=[O:23])[CH2:5][O:6][C:7]1[CH:12]=[CH:11][C:10]([C:13]2[CH:18]=[C:17]([C:19]#[N:20])[C:16](=[O:21])[NH:15][C:14]=2[CH3:22])=[CH:9][CH:8]=1)C.O.[OH-].[Li+]. The catalyst is O1CCOCC1.O. The product is [C:19]([C:17]1[C:16](=[O:21])[NH:15][C:14]([CH3:22])=[C:13]([C:10]2[CH:11]=[CH:12][C:7]([O:6][CH2:5][C:4]([OH:23])=[O:3])=[CH:8][CH:9]=2)[CH:18]=1)#[N:20]. The yield is 0.640.